From a dataset of Catalyst prediction with 721,799 reactions and 888 catalyst types from USPTO. Predict which catalyst facilitates the given reaction. (1) Reactant: [NH2:1][C:2]1[C:7](Br)=[CH:6][N:5]=[C:4]([Cl:9])[CH:3]=1.[F:10][C:11]1[CH:12]=[C:13](B(O)O)[CH:14]=[CH:15][C:16]=1[O:17][CH3:18].C(=O)([O-])[O-].[Na+].[Na+]. Product: [Cl:9][C:4]1[CH:3]=[C:2]([NH2:1])[C:7]([C:13]2[CH:14]=[CH:15][C:16]([O:17][CH3:18])=[C:11]([F:10])[CH:12]=2)=[CH:6][N:5]=1. The catalyst class is: 38. (2) Reactant: [Cl:1][C:2]1[C:8](Cl)=[CH:7][C:5]([NH2:6])=[C:4]([N+:10]([O-:12])=[O:11])[CH:3]=1.[Cl:13][C:14]1[CH:19]=[C:18]([Cl:20])[CH:17]=[CH:16][C:15]=1[OH:21].C(=O)([O-])[O-].[K+].[K+]. The catalyst class is: 16. Product: [Cl:1][C:2]1[C:8]([O:21][C:15]2[CH:16]=[CH:17][C:18]([Cl:20])=[CH:19][C:14]=2[Cl:13])=[CH:7][C:5]([NH2:6])=[C:4]([N+:10]([O-:12])=[O:11])[CH:3]=1. (3) Reactant: [C:1]([C:5]1[CH:9]=[C:8]([NH:10][C:11]([NH:13][C:14]2[CH:19]=[CH:18][C:17]([O:20][C:21]3[CH:26]=[CH:25][N:24]=[C:23]([C:27]4[CH:28]=[N:29][N:30]([CH3:32])[CH:31]=4)[CH:22]=3)=[CH:16][C:15]=2[F:33])=[O:12])[N:7]([C:34]2[CH:35]=[C:36]3[C:41](=[CH:42][CH:43]=2)[CH2:40][N:39](C(OCC2C=CC=CC=2)=O)[CH2:38][CH2:37]3)[N:6]=1)([CH3:4])([CH3:3])[CH3:2]. Product: [C:1]([C:5]1[CH:9]=[C:8]([NH:10][C:11]([NH:13][C:14]2[CH:19]=[CH:18][C:17]([O:20][C:21]3[CH:26]=[CH:25][N:24]=[C:23]([C:27]4[CH:28]=[N:29][N:30]([CH3:32])[CH:31]=4)[CH:22]=3)=[CH:16][C:15]=2[F:33])=[O:12])[N:7]([C:34]2[CH:35]=[C:36]3[C:41](=[CH:42][CH:43]=2)[CH2:40][NH:39][CH2:38][CH2:37]3)[N:6]=1)([CH3:4])([CH3:2])[CH3:3]. The catalyst class is: 515. (4) Reactant: [CH2:1]([N:3]([CH2:6][CH2:7][O:8][C:9]1[CH:14]=[CH:13][C:12]([O:15][CH3:16])=[C:11]([N+:17]([O-])=O)[CH:10]=1)[CH2:4][CH3:5])[CH3:2]. Product: [CH2:4]([N:3]([CH2:1][CH3:2])[CH2:6][CH2:7][O:8][C:9]1[CH:14]=[CH:13][C:12]([O:15][CH3:16])=[C:11]([NH2:17])[CH:10]=1)[CH3:5]. The catalyst class is: 29. (5) Reactant: [OH:1][C:2]1[CH:19]=[CH:18][C:5]2[CH2:6][CH2:7][N:8]([C:11]([O:13][C:14]([CH3:17])([CH3:16])[CH3:15])=[O:12])[CH2:9][CH2:10][C:4]=2[CH:3]=1.CC(C)([O-])C.[K+].Cl[C:27]1[N:32]=[CH:31][C:30]([C:33]([NH:35][CH3:36])=[O:34])=[CH:29][CH:28]=1. Product: [CH3:36][NH:35][C:33]([C:30]1[CH:29]=[CH:28][C:27]([O:1][C:2]2[CH:19]=[CH:18][C:5]3[CH2:6][CH2:7][N:8]([C:11]([O:13][C:14]([CH3:16])([CH3:15])[CH3:17])=[O:12])[CH2:9][CH2:10][C:4]=3[CH:3]=2)=[N:32][CH:31]=1)=[O:34]. The catalyst class is: 107. (6) Reactant: Cl[C:2]1[C:3]2[C:4](=[CH:17][N:18](CC3C=CC(OC)=CC=3)[N:19]=2)[N:5]=[C:6]([C:8]2[CH:13]=[CH:12][CH:11]=[C:10]([N+:14]([O-])=O)[CH:9]=2)[N:7]=1.[CH3:29][N:30]([CH2:32][C:33]1[CH:39]=[CH:38][C:36]([NH2:37])=[CH:35][CH:34]=1)[CH3:31].Cl. Product: [NH2:14][C:10]1[CH:9]=[C:8]([C:6]2[N:7]=[C:2]([NH:37][C:36]3[CH:35]=[CH:34][C:33]([CH2:32][N:30]([CH3:31])[CH3:29])=[CH:39][CH:38]=3)[C:3]3[NH:19][N:18]=[CH:17][C:4]=3[N:5]=2)[CH:13]=[CH:12][CH:11]=1. The catalyst class is: 71. (7) Reactant: [H-].[Na+].[CH2:3]([C@H:10]1[C:18]2[C:13](=[CH:14][C:15]([F:32])=[C:16]([O:19][CH2:20][CH2:21][NH:22][S:23]([C:26]3[N:27]=[CH:28][N:29]([CH3:31])[CH:30]=3)(=[O:25])=[O:24])[CH:17]=2)[CH2:12][C@H:11]1[N:33]1[CH2:36][C:35]([OH:38])([CH3:37])[CH2:34]1)[C:4]1[CH:9]=[CH:8][CH:7]=[CH:6][CH:5]=1.CI.[Cl-].[NH4+].[C:43](OCC)(=O)C. Product: [CH2:3]([CH:10]1[C:18]2[C:13](=[CH:14][C:15]([F:32])=[C:16]([O:19][CH2:20][CH2:21][N:22]([CH3:43])[S:23]([C:26]3[N:27]=[CH:28][N:29]([CH3:31])[CH:30]=3)(=[O:25])=[O:24])[CH:17]=2)[CH2:12][CH:11]1[N:33]1[CH2:34][C:35]([OH:38])([CH3:37])[CH2:36]1)[C:4]1[CH:9]=[CH:8][CH:7]=[CH:6][CH:5]=1. The catalyst class is: 7. (8) Reactant: Cl.[Cl:2][C:3]1[CH:12]=[C:11]([CH3:13])[C:10]2[CH2:9][NH:8][CH2:7][CH2:6][C:5]=2[N:4]=1.[CH:14]1([C:17](=[O:23])[CH2:18][C:19](OC)=[O:20])[CH2:16][CH2:15]1.N1(C2C=CN=CC=2)CCCC1.CCN(C(C)C)C(C)C. Product: [Cl:2][C:3]1[CH:12]=[C:11]([CH3:13])[C:10]2[CH2:9][N:8]([C:19](=[O:20])[CH2:18][C:17]([CH:14]3[CH2:16][CH2:15]3)=[O:23])[CH2:7][CH2:6][C:5]=2[N:4]=1. The catalyst class is: 260. (9) Reactant: C(NC(C)C)(C)C.C([Li])CCC.[CH2:13]([O:20][C@@H:21]1[C@@H:26]([O:27][CH2:28][C:29]2[CH:34]=[CH:33][CH:32]=[CH:31][CH:30]=2)[C@H:25]([O:35][CH2:36][C:37]2[CH:42]=[CH:41][CH:40]=[CH:39][CH:38]=2)[C@@H:24]([CH2:43][O:44][CH2:45][C:46]2[CH:51]=[CH:50][CH:49]=[CH:48][CH:47]=2)[O:23][C@H:22]1[C:52]1[C:60]2[C:55](=[CH:56][CH:57]=[CH:58][CH:59]=2)[N:54]([S:61]([C:64]2[CH:69]=[CH:68][C:67]([CH3:70])=[CH:66][CH:65]=2)(=[O:63])=[O:62])[CH:53]=1)[C:14]1[CH:19]=[CH:18][CH:17]=[CH:16][CH:15]=1.C1C=CC(S(N(S(C2C=CC=CC=2)(=O)=O)[F:81])(=O)=O)=CC=1.[Cl-].[NH4+]. Product: [CH2:13]([O:20][C@@H:21]1[C@@H:26]([O:27][CH2:28][C:29]2[CH:30]=[CH:31][CH:32]=[CH:33][CH:34]=2)[C@H:25]([O:35][CH2:36][C:37]2[CH:38]=[CH:39][CH:40]=[CH:41][CH:42]=2)[C@@H:24]([CH2:43][O:44][CH2:45][C:46]2[CH:51]=[CH:50][CH:49]=[CH:48][CH:47]=2)[O:23][C@H:22]1[C:52]1[C:60]2[C:55](=[CH:56][CH:57]=[CH:58][CH:59]=2)[N:54]([S:61]([C:64]2[CH:65]=[CH:66][C:67]([CH3:70])=[CH:68][CH:69]=2)(=[O:63])=[O:62])[C:53]=1[F:81])[C:14]1[CH:19]=[CH:18][CH:17]=[CH:16][CH:15]=1. The catalyst class is: 7. (10) Reactant: [CH3:1][O:2][C:3]1[CH:8]=[CH:7][C:6]([OH:9])=[CH:5][CH:4]=1.[CH2:10]([O:12][C:13](=[O:17])[C:14]#[C:15][CH3:16])[CH3:11].N12CCCN=C1CCCCC2. Product: [CH2:10]([O:12][C:13](=[O:17])[CH:14]=[C:15]([O:9][C:6]1[CH:7]=[CH:8][C:3]([O:2][CH3:1])=[CH:4][CH:5]=1)[CH3:16])[CH3:11]. The catalyst class is: 7.